This data is from Retrosynthesis with 50K atom-mapped reactions and 10 reaction types from USPTO. The task is: Predict the reactants needed to synthesize the given product. (1) Given the product CC1(C)Cc2c(c(C(=O)NCC3CC3)cc3nc(Nc4c(Cl)cncc4Cl)[nH]c23)O1, predict the reactants needed to synthesize it. The reactants are: CC1(C)Cc2c(c(C(=O)O)cc3nc(Nc4c(Cl)cncc4Cl)[nH]c23)O1.NCC1CC1. (2) Given the product O=C(O)[C@@H]1CCCN1C(=O)[C@H](Cc1ccccc1)NS(=O)(=O)c1ccccc1, predict the reactants needed to synthesize it. The reactants are: O=C(OCc1ccccc1)[C@@H]1CCCN1C(=O)[C@H](Cc1ccccc1)NS(=O)(=O)c1ccccc1. (3) Given the product C#CC(=O)OC1CCN(C)C(=O)N1c1nnc(C2CC2)s1, predict the reactants needed to synthesize it. The reactants are: C#CC(=O)Cl.CN1CCC(O)N(c2nnc(C3CC3)s2)C1=O.